This data is from Catalyst prediction with 721,799 reactions and 888 catalyst types from USPTO. The task is: Predict which catalyst facilitates the given reaction. (1) Reactant: Br.[C:2]1([C:8]2[N:13]=[CH:12][C:11]([CH2:14][CH2:15][NH:16]C(=O)OCC3C=CC=CC=3)=[CH:10][CH:9]=2)[CH:7]=[CH:6][CH:5]=[CH:4][CH:3]=1. The catalyst class is: 676. Product: [C:2]1([C:8]2[N:13]=[CH:12][C:11]([CH2:14][CH2:15][NH2:16])=[CH:10][CH:9]=2)[CH:7]=[CH:6][CH:5]=[CH:4][CH:3]=1. (2) Reactant: [Br:1]Br.[F:3][C:4]([F:12])([F:11])[C:5]1[N:6]=[C:7]([NH2:10])[S:8][CH:9]=1. Product: [BrH:1].[Br:1][C:9]1[S:8][C:7]([NH2:10])=[N:6][C:5]=1[C:4]([F:12])([F:11])[F:3]. The catalyst class is: 27.